Dataset: Catalyst prediction with 721,799 reactions and 888 catalyst types from USPTO. Task: Predict which catalyst facilitates the given reaction. (1) Reactant: [F:1][C:2]1[CH:7]=[CH:6][C:5]([N:8]2[C:11](=[O:12])[C@H:10]([S:13][CH2:14][C:15]([C:17]3[CH:22]=[CH:21][C:20]([F:23])=[CH:19][CH:18]=3)=[O:16])[C@H:9]2[C:24]2[CH:38]=[CH:37][C:27]([O:28][CH2:29]C(NCC(O)=O)=O)=[CH:26][CH:25]=2)=[CH:4][CH:3]=1.[CH3:39][N:40]1CC[O:43][CH2:42][CH2:41]1.CN(C([O:53]N1N=NC2C=CC=CC1=2)=[N+](C)C)C.[B-](F)(F)(F)F.FC(F)(F)C(O)=O.[CH3:75][C:76]([CH3:88])([C:82]1[CH:87]=[CH:86][CH:85]=[CH:84][CH:83]=1)[C@H:77]([C:79]([OH:81])=[O:80])[NH2:78]. Product: [F:1][C:2]1[CH:3]=[CH:4][C:5]([N:8]2[C:11](=[O:12])[C@H:10]([S:13][CH2:14][CH:15]([C:17]3[CH:18]=[CH:19][C:20]([F:23])=[CH:21][CH:22]=3)[OH:16])[C@H:9]2[C:24]2[CH:25]=[CH:26][C:27]([O:28][CH2:29][C:39]([NH:40][CH2:41][C:42]([NH:78][C@@H:77]([C:79]([OH:81])=[O:80])[C:76]([CH3:88])([CH3:75])[C:82]3[CH:87]=[CH:86][CH:85]=[CH:84][CH:83]=3)=[O:43])=[O:53])=[CH:37][CH:38]=2)=[CH:6][CH:7]=1. The catalyst class is: 3. (2) The catalyst class is: 40. Reactant: [CH2:1]([O:3][C:4]([C:6]1[C:11](=[O:12])[CH:10]=[C:9]([C:13]([CH3:16])([CH3:15])[CH3:14])O[CH:7]=1)=[O:5])[CH3:2].C([O-])(=O)C.[NH4+:21].C(O)(=O)C. Product: [CH2:1]([O:3][C:4](=[O:5])[C:6]1[C:11]([OH:12])=[CH:10][C:9]([C:13]([CH3:16])([CH3:15])[CH3:14])=[N:21][CH:7]=1)[CH3:2]. (3) Reactant: C([O:5][C:6](=[O:30])[CH2:7][O:8][C:9]1[CH:14]=[CH:13][C:12]([C:15]2[N:16]([CH2:28][CH3:29])[C:17]3[C:22]([C:23]=2[C:24]#[N:25])=[CH:21][CH:20]=[C:19]([O:26][CH3:27])[CH:18]=3)=[CH:11][CH:10]=1)(C)(C)C. Product: [C:24]([C:23]1[C:22]2[C:17](=[CH:18][C:19]([O:26][CH3:27])=[CH:20][CH:21]=2)[N:16]([CH2:28][CH3:29])[C:15]=1[C:12]1[CH:13]=[CH:14][C:9]([O:8][CH2:7][C:6]([OH:30])=[O:5])=[CH:10][CH:11]=1)#[N:25]. The catalyst class is: 137. (4) Reactant: [OH-].[Na+].[F:3][C:4]1[CH:5]=[C:6](/[CH:30]=[CH:31]/[C:32]([O:34]C)=[O:33])[CH:7]=[CH:8][C:9]=1[CH:10]1[C:15]2[NH:16][C:17]3[C:22]([C:14]=2[CH2:13][C:12]([CH3:24])([CH3:23])[N:11]1[CH2:25][C@H:26]([CH3:29])[CH2:27][F:28])=[CH:21][CH:20]=[CH:19][CH:18]=3.C1COCC1. Product: [F:3][C:4]1[CH:5]=[C:6](/[CH:30]=[CH:31]/[C:32]([OH:34])=[O:33])[CH:7]=[CH:8][C:9]=1[CH:10]1[C:15]2[NH:16][C:17]3[C:22]([C:14]=2[CH2:13][C:12]([CH3:24])([CH3:23])[N:11]1[CH2:25][C@H:26]([CH3:29])[CH2:27][F:28])=[CH:21][CH:20]=[CH:19][CH:18]=3. The catalyst class is: 5. (5) Reactant: [N+:1]([C:4]1[CH:5]=[C:6]([CH:9]=[CH:10][CH:11]=1)[CH2:7]Br)([O-:3])=[O:2].[N:12]1([C:18]([O:20][CH2:21][CH3:22])=[O:19])[CH2:17][CH2:16][NH:15][CH2:14][CH2:13]1.C(N(CC)CC)C.C(OCC)C. Product: [CH2:21]([O:20][C:18]([N:12]1[CH2:13][CH2:14][N:15]([CH2:7][C:6]2[CH:9]=[CH:10][CH:11]=[C:4]([N+:1]([O-:3])=[O:2])[CH:5]=2)[CH2:16][CH2:17]1)=[O:19])[CH3:22]. The catalyst class is: 37. (6) The catalyst class is: 12. Product: [ClH:31].[N:1]1([C:10]2[CH:11]=[CH:12][C:13]([C:14]([N:16]3[CH2:17][CH2:18][NH:19][CH2:20][CH2:21]3)=[O:15])=[CH:29][CH:30]=2)[C:9]2[C:4](=[CH:5][CH:6]=[CH:7][CH:8]=2)[CH2:3][CH2:2]1. Reactant: [N:1]1([C:10]2[CH:30]=[CH:29][C:13]([C:14]([N:16]3[CH2:21][CH2:20][N:19](C(OC(C)(C)C)=O)[CH2:18][CH2:17]3)=[O:15])=[CH:12][CH:11]=2)[C:9]2[C:4](=[CH:5][CH:6]=[CH:7][CH:8]=2)[CH2:3][CH2:2]1.[ClH:31].